Dataset: HIV replication inhibition screening data with 41,000+ compounds from the AIDS Antiviral Screen. Task: Binary Classification. Given a drug SMILES string, predict its activity (active/inactive) in a high-throughput screening assay against a specified biological target. The drug is Clc1ccc2c(NCCCCN=Cc3ccccc3)ccnc2c1. The result is 0 (inactive).